From a dataset of Forward reaction prediction with 1.9M reactions from USPTO patents (1976-2016). Predict the product of the given reaction. (1) Given the reactants IC.[H-].[Na+].[F:5][C:6]1[CH:11]=[CH:10][C:9]([CH:12]2[C:17]([C:18]([O:20][CH3:21])=[O:19])=[C:16]([CH3:22])[NH:15][C:14]([O:23][CH3:24])=[N:13]2)=[CH:8][CH:7]=1.[CH3:25]COC(C)=O, predict the reaction product. The product is: [F:5][C:6]1[CH:11]=[CH:10][C:9]([CH:12]2[N:13]([CH3:25])[C:14]([O:23][CH3:24])=[N:15][C:16]([CH3:22])=[C:17]2[C:18]([O:20][CH3:21])=[O:19])=[CH:8][CH:7]=1. (2) Given the reactants [CH3:1][C:2]1[CH:7]=[CH:6][CH:5]=[C:4]([CH3:8])[C:3]=1[C:9]1[N:10]=[C:11]([O:27][CH3:28])[C:12]2[CH2:18][N:17]([C:19](=O)[CH2:20][C:21](=O)[CH:22]([CH3:24])[CH3:23])[CH2:16][CH2:15][C:13]=2[N:14]=1.N1C=CC=CC=1.[CH3:35][NH:36][NH2:37].COC1C=CC(P2(=S)SP(=S)(C3C=CC(OC)=CC=3)S2)=CC=1, predict the reaction product. The product is: [CH3:1][C:2]1[CH:7]=[CH:6][CH:5]=[C:4]([CH3:8])[C:3]=1[C:9]1[N:10]=[C:11]([O:27][CH3:28])[C:12]2[CH2:18][N:17]([C:19]3[N:36]([CH3:35])[N:37]=[C:21]([CH:22]([CH3:23])[CH3:24])[CH:20]=3)[CH2:16][CH2:15][C:13]=2[N:14]=1. (3) Given the reactants [H-].[Na+].[CH2:3]([OH:7])[CH2:4][CH2:5][CH3:6].C(=O)=O.[CH3:11][O:12][C:13](=[O:24])[C:14]1[CH:19]=[C:18](F)[CH:17]=[CH:16][C:15]=1[N+:21]([O-:23])=[O:22], predict the reaction product. The product is: [CH3:11][O:12][C:13](=[O:24])[C:14]1[CH:19]=[C:18]([O:7][CH2:3][CH2:4][CH2:5][CH3:6])[CH:17]=[CH:16][C:15]=1[N+:21]([O-:23])=[O:22]. (4) The product is: [CH:21]([C:20]1[CH:19]=[C:18]([O:24][CH2:29][CH2:28][O:30][CH2:31][CH3:32])[CH:17]=[C:16]([CH:25]([CH3:27])[CH3:26])[C:15]=1[NH:14][C:12](=[O:13])[CH2:11][N:8]1[CH2:7][CH2:6][N:5]([CH2:4][CH2:3][CH2:2][OH:1])[CH2:10][CH2:9]1)([CH3:23])[CH3:22]. Given the reactants [OH:1][CH2:2][CH2:3][CH2:4][N:5]1[CH2:10][CH2:9][N:8]([CH2:11][C:12]([NH:14][C:15]2[C:20]([CH:21]([CH3:23])[CH3:22])=[CH:19][C:18]([OH:24])=[CH:17][C:16]=2[CH:25]([CH3:27])[CH3:26])=[O:13])[CH2:7][CH2:6]1.[CH2:28]([O:30][CH2:31][CH2:32]Br)[CH3:29].[F-].[K+], predict the reaction product. (5) Given the reactants Cl.Cl.[N:3]1([C@H:8]2[CH2:13][CH2:12][CH2:11][CH2:10][C@H:9]2[NH2:14])[CH2:7][CH2:6][CH2:5][CH2:4]1.[CH2:15]([C:17]1[CH:25]=[C:24]([C:26]([F:29])([F:28])[F:27])[CH:23]=[CH:22][C:18]=1[C:19](O)=[O:20])[CH3:16], predict the reaction product. The product is: [CH2:15]([C:17]1[CH:25]=[C:24]([C:26]([F:27])([F:28])[F:29])[CH:23]=[CH:22][C:18]=1[C:19]([NH:14][C@@H:9]1[CH2:10][CH2:11][CH2:12][CH2:13][C@@H:8]1[N:3]1[CH2:4][CH2:5][CH2:6][CH2:7]1)=[O:20])[CH3:16].